This data is from Forward reaction prediction with 1.9M reactions from USPTO patents (1976-2016). The task is: Predict the product of the given reaction. (1) Given the reactants [NH2:1][C:2]1[CH:3]=[C:4]([OH:9])[CH:5]=[CH:6][C:7]=1[F:8].C(S[C:15](=[O:32])[CH:16]([CH2:20][C:21]1[CH:26]=[CH:25][C:24]([S:27]([CH3:30])(=[O:29])=[O:28])=[CH:23][C:22]=1[Cl:31])[C:17](=[O:19])[CH3:18])(C)(C)C, predict the reaction product. The product is: [Cl:31][C:22]1[CH:23]=[C:24]([S:27]([CH3:30])(=[O:29])=[O:28])[CH:25]=[CH:26][C:21]=1[CH2:20][CH:16]([C:17](=[O:19])[CH3:18])[C:15]([NH:1][C:2]1[CH:3]=[C:4]([OH:9])[CH:5]=[CH:6][C:7]=1[F:8])=[O:32]. (2) Given the reactants [NH2:1][CH2:2][CH2:3][C:4]1([OH:43])[CH2:9][CH2:8][CH2:7][CH2:6][C@@H:5]1[N:10]1[C:14]([C:15]2[CH:20]=[CH:19][CH:18]=[CH:17][CH:16]=2)=[C:13]([C:21]([N:23]2[CH2:28][CH2:27][N:26]([C:29]([O:31][C:32]([CH3:35])([CH3:34])[CH3:33])=[O:30])[CH2:25][C@H:24]2[CH2:36][C:37]2[CH:42]=[CH:41][CH:40]=[CH:39][CH:38]=2)=[O:22])[N:12]=[CH:11]1.C(N(CC)CC)C.[C:51](Cl)(=[O:53])[CH3:52].C(=O)(O)[O-].[Na+], predict the reaction product. The product is: [C:51]([NH:1][CH2:2][CH2:3][C:4]1([OH:43])[CH2:9][CH2:8][CH2:7][CH2:6][C@@H:5]1[N:10]1[C:14]([C:15]2[CH:16]=[CH:17][CH:18]=[CH:19][CH:20]=2)=[C:13]([C:21]([N:23]2[CH2:28][CH2:27][N:26]([C:29]([O:31][C:32]([CH3:35])([CH3:33])[CH3:34])=[O:30])[CH2:25][C@H:24]2[CH2:36][C:37]2[CH:38]=[CH:39][CH:40]=[CH:41][CH:42]=2)=[O:22])[N:12]=[CH:11]1)(=[O:53])[CH3:52]. (3) Given the reactants C([O:3][C:4](=[O:20])[C@@H:5]([O:18][CH3:19])[CH2:6][C:7]1[CH:12]=[CH:11][C:10]([O:13][CH2:14][C:15]([OH:17])=O)=[CH:9][CH:8]=1)C.[CH2:21]([NH:25][CH:26]([C:28]1[CH:33]=[CH:32][CH:31]=[CH:30][CH:29]=1)[CH3:27])[CH2:22][CH2:23][CH3:24].C(O[C@@H](CC1C=CC(O[C@@H](C(=O)NCCC2C=CC(OC3C=CC=CC=3)=CC=2)C)=CC=1)C(O)=O)C, predict the reaction product. The product is: [CH2:21]([N:25]([CH:26]([C:28]1[CH:29]=[CH:30][CH:31]=[CH:32][CH:33]=1)[CH3:27])[C:15]([CH2:14][O:13][C:10]1[CH:9]=[CH:8][C:7]([CH2:6][C@H:5]([O:18][CH3:19])[C:4]([OH:3])=[O:20])=[CH:12][CH:11]=1)=[O:17])[CH2:22][CH2:23][CH3:24]. (4) The product is: [CH3:1][C:2]1[CH:11]=[C:10]([CH2:12][OH:13])[C:9]2[C:4](=[CH:5][CH:6]=[CH:7][CH:8]=2)[N:3]=1. Given the reactants [CH3:1][C:2]1[CH:11]=[C:10]([C:12](O)=[O:13])[C:9]2[C:4](=[CH:5][CH:6]=[CH:7][CH:8]=2)[N:3]=1.[H-].[Al+3].[Li+].[H-].[H-].[H-].O.[OH-].[Na+], predict the reaction product. (5) The product is: [C:17]([C:18]1[CH:19]=[C:20]([NH2:21])[N:13]([C:10]2[CH:11]=[CH:12][C:7]([CH2:6][CH2:5][C:4]([O:3][CH2:1][CH3:2])=[O:15])=[CH:8][CH:9]=2)[N:14]=1)([CH3:24])([CH3:23])[CH3:16]. Given the reactants [CH2:1]([O:3][C:4](=[O:15])[CH2:5][CH2:6][C:7]1[CH:12]=[CH:11][C:10]([NH:13][NH2:14])=[CH:9][CH:8]=1)[CH3:2].[CH3:16][C:17]([CH3:24])([CH3:23])[C:18](=O)[CH2:19][C:20]#[N:21], predict the reaction product. (6) Given the reactants [Cl:1][C:2]1[CH:10]=[CH:9][CH:8]=[C:7]([N+:11]([O-:13])=[O:12])[C:3]=1[C:4]([OH:6])=[O:5].[C:14](Cl)(=O)C(Cl)=O, predict the reaction product. The product is: [Cl:1][C:2]1[CH:10]=[CH:9][CH:8]=[C:7]([N+:11]([O-:13])=[O:12])[C:3]=1[C:4]([O:6][CH3:14])=[O:5].